From a dataset of Full USPTO retrosynthesis dataset with 1.9M reactions from patents (1976-2016). Predict the reactants needed to synthesize the given product. (1) Given the product [Br:28][C:25]1[CH:26]=[CH:27][C:22]([C:20]2[N:31]=[CH:29][S:30][CH:19]=2)=[CH:23][CH:24]=1, predict the reactants needed to synthesize it. The reactants are: P12(SP3(SP(SP(S3)(S1)=S)(=S)S2)=S)=S.C(N)=O.Br[CH2:19][C:20]([C:22]1[CH:27]=[CH:26][C:25]([Br:28])=[CH:24][CH:23]=1)=O.[CH:29]([NH2:31])=[S:30].[OH-].[Na+]. (2) Given the product [Cl:34][CH2:2][CH2:3][NH:4][C:5](=[O:31])[C:6]1[CH:7]=[CH:8][C:9]([C:12]2[C:16]([S:17][C:18]3[CH:19]=[CH:20][C:21]([Cl:24])=[CH:22][CH:23]=3)=[CH:15][N:14]([C:25]3[CH:26]=[CH:27][CH:28]=[CH:29][CH:30]=3)[N:13]=2)=[CH:10][CH:11]=1, predict the reactants needed to synthesize it. The reactants are: O[CH2:2][CH2:3][NH:4][C:5](=[O:31])[C:6]1[CH:11]=[CH:10][C:9]([C:12]2[C:16]([S:17][C:18]3[CH:23]=[CH:22][C:21]([Cl:24])=[CH:20][CH:19]=3)=[CH:15][N:14]([C:25]3[CH:30]=[CH:29][CH:28]=[CH:27][CH:26]=3)[N:13]=2)=[CH:8][CH:7]=1.S(Cl)([Cl:34])=O. (3) Given the product [Cl:2][C:3]1[N:4]=[C:5]([C:10]([NH:12][C@H:13]2[CH2:18][CH2:17][N:16]([C:26]3[CH:27]=[CH:28][N:23]([CH3:22])[C:24](=[O:29])[CH:25]=3)[CH2:15][C@H:14]2[O:19][CH2:20][CH3:21])=[O:11])[NH:6][C:7]=1[CH2:8][CH3:9], predict the reactants needed to synthesize it. The reactants are: Cl.[Cl:2][C:3]1[N:4]=[C:5]([C:10]([NH:12][C@H:13]2[CH2:18][CH2:17][NH:16][CH2:15][C@H:14]2[O:19][CH2:20][CH3:21])=[O:11])[NH:6][C:7]=1[CH2:8][CH3:9].[CH3:22][N:23]1[CH:28]=[CH:27][CH:26]=[CH:25][C:24]1=[O:29].C(=O)([O-])[O-].[Na+].[Na+].